This data is from Reaction yield outcomes from USPTO patents with 853,638 reactions. The task is: Predict the reaction yield, written as a fraction of the theoretical maximum amount of product (1.0 means a 100% yield; for example, 0.34 means a 34% yield). (1) The reactants are C([O:4][C:5](=[O:83])[CH2:6][C@H:7]([OH:82])[C@H:8]([NH:16][C:17](=[O:81])[C@H:18]([NH:40][C:41](=[O:80])[C@H:42]([NH:50][C:51](=[O:79])[CH2:52][C@H:53]([OH:78])/[CH:54]=[CH:55]/[CH2:56][CH2:57][S:58][C:59]([C:72]1[CH:77]=[CH:76][CH:75]=[CH:74][CH:73]=1)([C:66]1[CH:71]=[CH:70][CH:69]=[CH:68][CH:67]=1)[C:60]1[CH:65]=[CH:64][CH:63]=[CH:62][CH:61]=1)[CH2:43][C:44]1[CH:49]=[CH:48][CH:47]=[CH:46][CH:45]=1)[CH2:19][S:20][C:21]([C:34]1[CH:39]=[CH:38][CH:37]=[CH:36][CH:35]=1)([C:28]1[CH:33]=[CH:32][CH:31]=[CH:30][CH:29]=1)[C:22]1[CH:27]=[CH:26][CH:25]=[CH:24][CH:23]=1)[CH2:9][C:10]1[CH:15]=[CH:14][CH:13]=[CH:12][CH:11]=1)C=C.N1CCOCC1. The catalyst is CO.C(Cl)Cl.C1C=CC([P]([Pd]([P](C2C=CC=CC=2)(C2C=CC=CC=2)C2C=CC=CC=2)([P](C2C=CC=CC=2)(C2C=CC=CC=2)C2C=CC=CC=2)[P](C2C=CC=CC=2)(C2C=CC=CC=2)C2C=CC=CC=2)(C2C=CC=CC=2)C2C=CC=CC=2)=CC=1. The product is [OH:82][C@H:7]([C@H:8]([NH:16][C:17](=[O:81])[C@H:18]([NH:40][C:41](=[O:80])[C@H:42]([NH:50][C:51](=[O:79])[CH2:52][C@H:53]([OH:78])/[CH:54]=[CH:55]/[CH2:56][CH2:57][S:58][C:59]([C:66]1[CH:71]=[CH:70][CH:69]=[CH:68][CH:67]=1)([C:72]1[CH:77]=[CH:76][CH:75]=[CH:74][CH:73]=1)[C:60]1[CH:61]=[CH:62][CH:63]=[CH:64][CH:65]=1)[CH2:43][C:44]1[CH:45]=[CH:46][CH:47]=[CH:48][CH:49]=1)[CH2:19][S:20][C:21]([C:28]1[CH:33]=[CH:32][CH:31]=[CH:30][CH:29]=1)([C:34]1[CH:39]=[CH:38][CH:37]=[CH:36][CH:35]=1)[C:22]1[CH:27]=[CH:26][CH:25]=[CH:24][CH:23]=1)[CH2:9][C:10]1[CH:15]=[CH:14][CH:13]=[CH:12][CH:11]=1)[CH2:6][C:5]([OH:83])=[O:4]. The yield is 0.690. (2) The reactants are C(O[C:4]([CH:6]1[CH2:12][CH2:11][CH2:10][N:9]([C:13]([O:15][C:16]([CH3:19])([CH3:18])[CH3:17])=[O:14])[CH2:8][C:7]1=O)=[O:5])C.FC(F)(F)C([O-])=O.[CH2:28]([N+:30]([CH2:34][CH3:35])=[C:31]([NH2:33])[NH2:32])[CH3:29].[O-]CC.[Na+]. The catalyst is CCO.O. The product is [C:16]([O:15][C:13]([N:9]1[CH2:10][CH2:11][CH2:12][C:6]2[C:4]([OH:5])=[N:32][C:31]([N:30]([CH2:34][CH3:35])[CH2:28][CH3:29])=[N:33][C:7]=2[CH2:8]1)=[O:14])([CH3:17])([CH3:18])[CH3:19]. The yield is 0.430. (3) The reactants are [NH2:1][C:2]1[CH:3]=[C:4]([CH:9]=[CH:10][C:11]=1[F:12])[C:5]([O:7][CH3:8])=[O:6].[CH3:13][S:14](Cl)(=[O:16])=[O:15]. The catalyst is N1C=CC=CC=1. The product is [F:12][C:11]1[CH:10]=[CH:9][C:4]([C:5]([O:7][CH3:8])=[O:6])=[CH:3][C:2]=1[NH:1][S:14]([CH3:13])(=[O:16])=[O:15]. The yield is 0.282. (4) The reactants are [NH2:1][C@H:2]1[C:10]2[C:5](=[CH:6][CH:7]=[C:8]([OH:11])[CH:9]=2)[CH2:4][CH2:3]1.[C:12](O[C:12]([O:14][C:15]([CH3:18])([CH3:17])[CH3:16])=[O:13])([O:14][C:15]([CH3:18])([CH3:17])[CH3:16])=[O:13].C(N(CC)CC)C. The catalyst is C1COCC1. The product is [C:15]([O:14][C:12](=[O:13])[NH:1][C@H:2]1[C:10]2[C:5](=[CH:6][CH:7]=[C:8]([OH:11])[CH:9]=2)[CH2:4][CH2:3]1)([CH3:18])([CH3:17])[CH3:16]. The yield is 0.600. (5) The reactants are [C:1]([C:5]1[N:10]=[C:9](Cl)[C:8]([C:12]([O-:14])=[O:13])=[CH:7][N:6]=1)([CH3:4])([CH3:3])[CH3:2].[N:15]1([C:21]([O:23][C:24]([CH3:27])([CH3:26])[CH3:25])=[O:22])[CH2:20][CH2:19][NH:18][CH2:17][CH2:16]1. The catalyst is CN1C(=O)CCC1. The product is [C:24]([O:23][C:21]([N:15]1[CH2:20][CH2:19][N:18]([C:9]2[C:8]([C:12]([OH:14])=[O:13])=[CH:7][N:6]=[C:5]([C:1]([CH3:4])([CH3:3])[CH3:2])[N:10]=2)[CH2:17][CH2:16]1)=[O:22])([CH3:27])([CH3:25])[CH3:26]. The yield is 0.800. (6) The reactants are [NH2:1][C:2]1[CH:7]=[CH:6][C:5]([C:8]2[CH2:9][C@H:10]3[C:16](=O)[N:15](COCC[Si](C)(C)C)[C:14]4[CH:26]=[C:27]([O:32][CH2:33][CH2:34][CH2:35][O:36][C:37]5[C:38]([O:64][CH3:65])=[CH:39][C:40]6[C:46](=[O:47])[N:45]7[CH:48]=[C:49]([CH:51]8[CH2:53][CH2:52]8)[CH2:50][C@H:44]7[C:43](=O)[N:42](COCC[Si](C)(C)C)[C:41]=6[CH:63]=5)[C:28]([O:30][CH3:31])=[CH:29][C:13]=4[C:12](=[O:66])[N:11]3[CH:67]=2)=[CH:4][CH:3]=1.[Li+].[B-](CC)(CC)CC. The catalyst is C1COCC1. The product is [NH2:1][C:2]1[CH:3]=[CH:4][C:5]([C:8]2[CH2:9][C@H:10]3[CH:16]=[N:15][C:14]4[CH:26]=[C:27]([O:32][CH2:33][CH2:34][CH2:35][O:36][C:37]5[C:38]([O:64][CH3:65])=[CH:39][C:40]6[C:46](=[O:47])[N:45]7[CH:48]=[C:49]([CH:51]8[CH2:53][CH2:52]8)[CH2:50][C@H:44]7[CH:43]=[N:42][C:41]=6[CH:63]=5)[C:28]([O:30][CH3:31])=[CH:29][C:13]=4[C:12](=[O:66])[N:11]3[CH:67]=2)=[CH:6][CH:7]=1. The yield is 0.660. (7) The reactants are [CH2:1]([O:3][C:4]([C:6]1[C:7]2[CH:18]=[CH:17][CH:16]=[CH:15][C:8]=2[S:9][C:10]=1[NH:11]C(=O)C)=[O:5])[CH3:2].N1CCCC1. The catalyst is C1(C)C=CC=CC=1.[Cl-].[Na+].O. The product is [CH2:1]([O:3][C:4]([C:6]1[C:7]2[CH:18]=[CH:17][CH:16]=[CH:15][C:8]=2[S:9][C:10]=1[NH2:11])=[O:5])[CH3:2]. The yield is 0.850. (8) The reactants are C(O)(C(F)(F)F)=O.[F:8][C:9]1[CH:10]=[C:11]([C:15]2[CH:16]=[CH:17][C:18]3[N:24]4[CH2:25][CH2:26][CH:21]([CH2:22][CH2:23]4)[N:20](C(OC(C)(C)C)=O)[C:19]=3[N:34]=2)[CH:12]=[N:13][CH:14]=1. The catalyst is C(Cl)Cl. The product is [F:8][C:9]1[CH:10]=[C:11]([C:15]2[CH:16]=[CH:17][C:18]3[N:24]4[CH2:25][CH2:26][CH:21]([CH2:22][CH2:23]4)[NH:20][C:19]=3[N:34]=2)[CH:12]=[N:13][CH:14]=1. The yield is 1.00.